From a dataset of Forward reaction prediction with 1.9M reactions from USPTO patents (1976-2016). Predict the product of the given reaction. Given the reactants [C:1](OC)(=[O:3])[CH3:2].[CH3:6][C:7](=[O:13])[CH2:8][CH2:9][CH2:10][CH2:11][CH3:12].Cl, predict the reaction product. The product is: [CH3:2][C:1](=[O:3])[CH2:6][C:7](=[O:13])[CH2:8][CH2:9][CH2:10][CH2:11][CH3:12].